This data is from Reaction yield outcomes from USPTO patents with 853,638 reactions. The task is: Predict the reaction yield, written as a fraction of the theoretical maximum amount of product (1.0 means a 100% yield; for example, 0.34 means a 34% yield). (1) The reactants are Cl[CH2:2][C:3]1[N:12]([C:13]2[CH:18]=[CH:17][CH:16]=[CH:15][C:14]=2[Cl:19])[C:11](=[O:20])[C:10]2[C:5](=[CH:6][CH:7]=[C:8]([F:21])[CH:9]=2)[N:4]=1.O.[SH:23][C:24]1[N:32]=[CH:31][N:30]=[C:29]2[C:25]=1[NH:26][CH:27]=[N:28]2.C([O-])([O-])=O.[K+].[K+]. The catalyst is CN(C=O)C. The product is [Cl:19][C:14]1[CH:15]=[CH:16][CH:17]=[CH:18][C:13]=1[N:12]1[C:11](=[O:20])[C:10]2[C:5](=[CH:6][CH:7]=[C:8]([F:21])[CH:9]=2)[N:4]=[C:3]1[CH2:2][S:23][C:24]1[N:32]=[CH:31][N:30]=[C:29]2[C:25]=1[N:26]=[CH:27][NH:28]2. The yield is 0.640. (2) The reactants are Cl.[Cl:2][C:3]1[CH:4]=[N+:5]([O-:35])[CH:6]=[C:7]([Cl:34])[C:8]=1[CH2:9][C@@H:10]([C:19]1[CH:24]=[CH:23][C:22]([O:25][CH:26]([F:28])[F:27])=[C:21]([O:29][CH2:30][CH:31]2[CH2:33][CH2:32]2)[CH:20]=1)[O:11][C:12]([C@H:14]1[NH:18][CH2:17][CH2:16][S:15]1)=[O:13].[CH3:36][N:37]([CH3:50])[C:38]([C:40]1[CH:41]=[C:42]([S:46](Cl)(=[O:48])=[O:47])[CH:43]=[CH:44][CH:45]=1)=[O:39]. The catalyst is Cl. The product is [Cl:2][C:3]1[CH:4]=[N+:5]([O-:35])[CH:6]=[C:7]([Cl:34])[C:8]=1[CH2:9][C@@H:10]([C:19]1[CH:24]=[CH:23][C:22]([O:25][CH:26]([F:28])[F:27])=[C:21]([O:29][CH2:30][CH:31]2[CH2:33][CH2:32]2)[CH:20]=1)[O:11][C:12]([C@H:14]1[N:18]([S:46]([C:42]2[CH:43]=[CH:44][CH:45]=[C:40]([C:38](=[O:39])[N:37]([CH3:36])[CH3:50])[CH:41]=2)(=[O:48])=[O:47])[CH2:17][CH2:16][S:15]1)=[O:13]. The yield is 0.638. (3) The reactants are Cl.[C:2]1([N:8]([CH2:32][C:33](=[C:36]=[O:37])OC)[C:9]([C:11]2[CH:31]=[CH:30][C:14]3[N:15]([CH3:29])[C:16]([CH2:18][NH:19][C:20]4[CH:25]=[CH:24][C:23]([C:26](=[NH:28])[NH2:27])=[CH:22][CH:21]=4)=[N:17][C:13]=3[CH:12]=2)=[O:10])[CH:7]=[CH:6][CH:5]=[CH:4][CH:3]=1.Cl[C:39]([O:41][CH2:42][CH2:43][CH2:44][CH2:45][CH2:46][CH3:47])=[O:40].ClCCl.[CH2:51]([OH:53])C. No catalyst specified. The product is [C:2]1([N:8]([CH2:32][CH2:33][C:36]([O:53][CH3:51])=[O:37])[C:9]([C:11]2[CH:31]=[CH:30][C:14]3[N:15]([CH3:29])[C:16]([CH2:18][NH:19][C:20]4[CH:25]=[CH:24][C:23]([C:26](=[NH:28])[NH:27][C:39]([O:41][CH2:42][CH2:43][CH2:44][CH2:45][CH2:46][CH3:47])=[O:40])=[CH:22][CH:21]=4)=[N:17][C:13]=3[CH:12]=2)=[O:10])[CH:3]=[CH:4][CH:5]=[CH:6][CH:7]=1. The yield is 0.540. (4) The reactants are Br[C:2]1[CH:3]=[C:4]2[CH:10]=[N:9][NH:8][C:5]2=[N:6][CH:7]=1.[N:11]1([C:17]([C:19]2[CH:20]=[C:21](B(O)O)[CH:22]=[CH:23][CH:24]=2)=[O:18])[CH2:16][CH2:15][O:14][CH2:13][CH2:12]1.C(=O)(O)[O-].[Na+].C1(P(=O)(C2C=CC=CC=2)C2C=CC=CC=2)C=CC=CC=1. The catalyst is C(COC)OC.C1C=CC([P]([Pd]([P](C2C=CC=CC=2)(C2C=CC=CC=2)C2C=CC=CC=2)([P](C2C=CC=CC=2)(C2C=CC=CC=2)C2C=CC=CC=2)[P](C2C=CC=CC=2)(C2C=CC=CC=2)C2C=CC=CC=2)(C2C=CC=CC=2)C2C=CC=CC=2)=CC=1.ClCCl. The product is [N:11]1([C:17]([C:19]2[CH:24]=[CH:23][CH:22]=[C:21]([C:2]3[CH:3]=[C:4]4[CH:10]=[N:9][NH:8][C:5]4=[N:6][CH:7]=3)[CH:20]=2)=[O:18])[CH2:16][CH2:15][O:14][CH2:13][CH2:12]1. The yield is 0.800. (5) The reactants are ClC(OCC)=O.[C:7]([C:10]1([C:13]([OH:15])=O)[CH2:12][CH2:11]1)(=[O:9])[CH3:8].C(N(CC)CC)C.[C:23]1([C@H:29]([NH2:31])[CH3:30])[CH:28]=[CH:27][CH:26]=[CH:25][CH:24]=1. The catalyst is C(Cl)Cl. The product is [C:7]([C:10]1([C:13]([NH:31][C@@H:29]([C:23]2[CH:28]=[CH:27][CH:26]=[CH:25][CH:24]=2)[CH3:30])=[O:15])[CH2:11][CH2:12]1)(=[O:9])[CH3:8]. The yield is 0.910. (6) The reactants are C([O:4][C:5]1[CH:10]=[C:9]([CH:11]([CH3:13])[CH3:12])[C:8]([O:14][CH2:15][CH2:16][N:17]([CH3:19])[CH3:18])=[CH:7][C:6]=1[CH3:20])(=O)C.[OH-].[Na+]. The catalyst is CO.C(OCC)C. The product is [CH3:19][N:17]([CH3:18])[CH2:16][CH2:15][O:14][C:8]1[C:9]([CH:11]([CH3:13])[CH3:12])=[CH:10][C:5]([OH:4])=[C:6]([CH3:20])[CH:7]=1. The yield is 0.930. (7) The reactants are [C:1]([O:5][C:6]([N:8]1[CH2:11][C:10](=O)[CH2:9]1)=[O:7])([CH3:4])([CH3:3])[CH3:2].Cl.[NH:14]1[CH2:17][CH:16]([OH:18])[CH2:15]1.C(O[BH-](OC(=O)C)OC(=O)C)(=O)C.[Na+]. The catalyst is ClCCCl. The product is [C:1]([O:5][C:6]([N:8]1[CH2:11][CH:10]([N:14]2[CH2:17][CH:16]([OH:18])[CH2:15]2)[CH2:9]1)=[O:7])([CH3:4])([CH3:3])[CH3:2]. The yield is 0.990.